This data is from Catalyst prediction with 721,799 reactions and 888 catalyst types from USPTO. The task is: Predict which catalyst facilitates the given reaction. Reactant: [CH3:1][C@H:2]1[CH2:7][N:6]([CH2:8][C:9]2[CH:14]=[CH:13][C:12]([N:15]([CH3:31])[C:16]([C:18]3[N:23]=[CH:22][C:21]([C:24]4[CH:29]=[CH:28][N:27]=[C:26]([CH3:30])[CH:25]=4)=[CH:20][CH:19]=3)=[O:17])=[CH:11][CH:10]=2)[CH2:5][CH2:4][N:3]1C(OC(C)(C)C)=O.FC1C=C(C2N=CC(C(N(C)C3C=CC(CN4CCN[C@@H](C)C4)=CC=3)=O)=CC=2)C=CC=1. Product: [CH3:31][N:15]([C:12]1[CH:11]=[CH:10][C:9]([CH2:8][N:6]2[CH2:5][CH2:4][NH:3][C@@H:2]([CH3:1])[CH2:7]2)=[CH:14][CH:13]=1)[C:16]([C:18]1[N:23]=[CH:22][C:21]([C:24]2[CH:29]=[CH:28][N:27]=[C:26]([CH3:30])[CH:25]=2)=[CH:20][CH:19]=1)=[O:17]. The catalyst class is: 61.